This data is from Full USPTO retrosynthesis dataset with 1.9M reactions from patents (1976-2016). The task is: Predict the reactants needed to synthesize the given product. (1) Given the product [CH2:25]([C:14]1[C:5]([OH:4])=[CH:6][CH:7]=[C:8]2[C:13]=1[O:12][C:11]([CH3:15])([CH3:16])[CH2:10][C:9]2=[O:17])[CH:20]=[CH2:21], predict the reactants needed to synthesize it. The reactants are: C([O:4][C:5]1[CH:14]=[C:13]2[C:8]([C:9](=[O:17])[CH2:10][C:11]([CH3:16])([CH3:15])[O:12]2)=[CH:7][CH:6]=1)C=C.CN(C)[C:20]1[CH:25]=CC=C[CH:21]=1. (2) Given the product [F:13][C:8]1[CH:7]=[C:6]([NH:5][CH2:4][C@@H:3]([OH:14])[CH2:2][N:19]2[C:15](=[O:25])[C:16]3[C:17](=[CH:21][CH:22]=[CH:23][CH:24]=3)[C:18]2=[O:20])[CH:11]=[CH:10][C:9]=1[F:12], predict the reactants needed to synthesize it. The reactants are: Cl[CH2:2][C@H:3]([OH:14])[CH2:4][NH:5][C:6]1[CH:11]=[CH:10][C:9]([F:12])=[C:8]([F:13])[CH:7]=1.[C:15]1(=[O:25])[NH:19][C:18](=[O:20])[C:17]2=[CH:21][CH:22]=[CH:23][CH:24]=[C:16]12.[K]. (3) Given the product [NH2:1][C:4]1[C:13]2[C:8](=[CH:9][CH:10]=[CH:11][CH:12]=2)[C:7]([O:14][CH2:15][CH2:16][C:17]2[CH:22]=[CH:21][N:20]=[C:19]([NH:23][C:24](=[O:30])[O:25][C:26]([CH3:28])([CH3:27])[CH3:29])[CH:18]=2)=[CH:6][CH:5]=1, predict the reactants needed to synthesize it. The reactants are: [N+:1]([C:4]1[C:13]2[C:8](=[CH:9][CH:10]=[CH:11][CH:12]=2)[C:7]([O:14][CH2:15][CH2:16][C:17]2[CH:22]=[CH:21][N:20]=[C:19]([NH:23][C:24](=[O:30])[O:25][C:26]([CH3:29])([CH3:28])[CH3:27])[CH:18]=2)=[CH:6][CH:5]=1)([O-])=O.CCO.C([O-])(O)=O.[Na+]. (4) Given the product [C:23]([O:22][C:19]([CH2:20][CH:27]([C:29]1[CH:38]=[CH:37][C:32]([C:33]([O:35][CH3:36])=[O:34])=[CH:31][CH:30]=1)[OH:28])=[O:21])([CH3:26])([CH3:25])[CH3:24], predict the reactants needed to synthesize it. The reactants are: C(NC(C)C)(C)C.C([Li])CCC.CCCCCC.[C:19]([O:22][C:23]([CH3:26])([CH3:25])[CH3:24])(=[O:21])[CH3:20].[CH:27]([C:29]1[CH:38]=[CH:37][C:32]([C:33]([O:35][CH3:36])=[O:34])=[CH:31][CH:30]=1)=[O:28].C(O)(=O)C. (5) Given the product [NH2:3][CH:4]1[CH2:38][C:39]2[CH:40]=[C:41]([NH:42][C:2]3[N:7]=[C:6]([C:8]4[C:9]([C:17]5[CH:22]=[C:21]([NH:23][C:24](=[O:31])[CH2:25][C:26]6[S:27][CH:28]=[CH:29][CH:30]=6)[CH:20]=[CH:19][CH:18]=5)=[N:10][N:11]5[CH:16]=[CH:15][CH:14]=[CH:13][C:12]=45)[CH:5]=[CH:4][N:3]=3)[CH:43]=[CH:44][C:45]=2[CH2:6][CH2:5]1, predict the reactants needed to synthesize it. The reactants are: Cl[C:2]1[N:7]=[C:6]([C:8]2[C:9]([C:17]3[CH:18]=[CH:19][C:20](F)=[C:21]([NH:23][C:24](=[O:31])[CH2:25][C:26]4[S:27][CH:28]=[CH:29][CH:30]=4)[CH:22]=3)=[N:10][N:11]3[CH:16]=[CH:15][CH:14]=[CH:13][C:12]=23)[CH:5]=[CH:4][N:3]=1.N1([CH2:38][C:39]2[CH:40]=[C:41]([CH:43]=[CH:44][CH:45]=2)[NH2:42])CCCC1. (6) Given the product [CH3:1][O:2][C:3]([CH:5]([CH2:6][CH:7]=[O:10])[CH2:9][CH:8]=[O:12])=[O:4], predict the reactants needed to synthesize it. The reactants are: [CH3:1][O:2][C:3]([CH:5]1[CH2:9][CH:8]2[O:10][CH:7]2[CH2:6]1)=[O:4].I(O)(=O)(=O)=[O:12]. (7) The reactants are: [F:1][C:2]([F:35])([F:34])[C:3]1[CH:29]=[C:28]([C:30]([F:33])([F:32])[F:31])[CH:27]=[CH:26][C:4]=1[CH2:5][O:6][C:7]1[CH:16]=[CH:15][C:14](/[CH:17]=[C:18]2/[C:19]([NH:24][CH3:25])=[N:20][C:21](=[O:23])[S:22]/2)=[CH:13][C:8]=1[C:9]([O:11]C)=[O:10].[OH-].[Na+]. Given the product [F:35][C:2]([F:1])([F:34])[C:3]1[CH:29]=[C:28]([C:30]([F:31])([F:33])[F:32])[CH:27]=[CH:26][C:4]=1[CH2:5][O:6][C:7]1[CH:16]=[CH:15][C:14](/[CH:17]=[C:18]2/[C:19]([NH:24][CH3:25])=[N:20][C:21](=[O:23])[S:22]/2)=[CH:13][C:8]=1[C:9]([OH:11])=[O:10], predict the reactants needed to synthesize it. (8) Given the product [CH2:1]([O:3][C:4]1[N:5]=[C:6]2[C:11](=[C:12]([CH3:14])[CH:13]=1)[N:10]=[CH:9][C:8]([F:15])=[C:7]2[CH2:16][CH2:17][C:18]12[CH2:23][CH2:22][C:21]([NH2:26])([CH2:24][CH2:25]1)[CH2:20][O:19]2)[CH3:2], predict the reactants needed to synthesize it. The reactants are: [CH2:1]([O:3][C:4]1[N:5]=[C:6]2[C:11](=[C:12]([CH3:14])[CH:13]=1)[N:10]=[CH:9][C:8]([F:15])=[C:7]2[CH2:16][CH2:17][C:18]12[CH2:25][CH2:24][C:21]([NH:26]C(=O)OC(C)(C)C)([CH2:22][CH2:23]1)[CH2:20][O:19]2)[CH3:2].FC(F)(F)C(O)=O.